This data is from Reaction yield outcomes from USPTO patents with 853,638 reactions. The task is: Predict the reaction yield, written as a fraction of the theoretical maximum amount of product (1.0 means a 100% yield; for example, 0.34 means a 34% yield). (1) The reactants are [C:1]([OH:10])(=[O:9])/[CH:2]=[CH:3]\[CH:4]=[CH:5]\[C:6]([OH:8])=[O:7].II. The catalyst is C(O)C. The product is [C:1]([OH:10])(=[O:9])/[CH:2]=[CH:3]/[CH:4]=[CH:5]/[C:6]([OH:8])=[O:7]. The yield is 0.670. (2) The reactants are [CH2:1]([C:3]1[CH:9]=[CH:8][CH:7]=[CH:6][C:4]=1[NH2:5])[CH3:2].O[CH2:11][CH:12]([CH2:14]O)O.[OH-].[Na+]. The catalyst is S(=O)(=O)(O)O.C1(C)C=CC=CC=1.[I-].[Na+]. The product is [CH2:1]([C:3]1[CH:9]=[CH:8][CH:7]=[C:6]2[C:4]=1[N:5]=[CH:14][CH:12]=[CH:11]2)[CH3:2]. The yield is 0.780. (3) The reactants are [F:1][C:2]1(F)[C:10]2[C:5](=[CH:6][CH:7]=[C:8]([N+:11]([O-:13])=[O:12])[CH:9]=2)[NH:4][C:3]1=O. The catalyst is C1COCC1. The product is [F:1][C:2]1[C:10]2[C:5](=[CH:6][CH:7]=[C:8]([N+:11]([O-:13])=[O:12])[CH:9]=2)[NH:4][CH:3]=1. The yield is 0.915. (4) The reactants are C(=O)([O-])[O-].[K+].[K+].[C:7]([O:11][C:12](=[O:24])[NH:13][C:14]1[CH:15]=[N:16][C:17]([C:20](=[O:23])[CH2:21]Br)=[CH:18][CH:19]=1)([CH3:10])([CH3:9])[CH3:8].[NH2:25][C:26]1[C:35]2[C:30](=[CH:31][CH:32]=[C:33]([O:36][CH3:37])[N:34]=2)[N:29]=[CH:28][C:27]=1[OH:38].ClCCl. The catalyst is CN(C)C=O.CO. The product is [C:7]([O:11][C:12](=[O:24])[NH:13][C:14]1[CH:15]=[N:16][C:17]([C:20](=[O:23])[CH2:21][O:38][C:27]2[CH:28]=[N:29][C:30]3[C:35]([C:26]=2[NH2:25])=[N:34][C:33]([O:36][CH3:37])=[CH:32][CH:31]=3)=[CH:18][CH:19]=1)([CH3:10])([CH3:9])[CH3:8]. The yield is 0.240. (5) The reactants are [C:1]([C:5]1[CH:13]=[C:12]([O:14][C:15]2[C:20]([CH3:21])=[CH:19][C:18]([CH3:22])=[CH:17][C:16]=2[CH3:23])[C:8]([C:9]([O-:11])=[O:10])=[CH:7][N:6]=1)([CH3:4])([CH3:3])[CH3:2].[OH-].[Na+]. The product is [C:1]([C:5]1[N:6]=[CH:7][C:8]([C:9]([OH:11])=[O:10])=[C:12]([O:14][C:15]2[C:20]([CH3:21])=[CH:19][C:18]([CH3:22])=[CH:17][C:16]=2[CH3:23])[CH:13]=1)([CH3:4])([CH3:3])[CH3:2]. The catalyst is CCO.O. The yield is 0.550. (6) The catalyst is C1(C)C(C)=CC=CC=1. The reactants are CO[C:3]([CH:5]1[CH2:11][CH2:10][O:9][C:8]2[CH:12]=[C:13]([CH2:16][CH3:17])[CH:14]=[CH:15][C:7]=2[C:6]1=[O:18])=[O:4].[NH2:19][C:20]1[CH:25]=[CH:24][CH:23]=[CH:22][N:21]=1. The yield is 0.0500. The product is [N:21]1[CH:22]=[CH:23][CH:24]=[CH:25][C:20]=1[NH:19][C:3]([CH:5]1[CH2:11][CH2:10][O:9][C:8]2[CH:12]=[C:13]([CH2:16][CH3:17])[CH:14]=[CH:15][C:7]=2[C:6]1=[O:18])=[O:4]. (7) The reactants are Cl.[Cl:2][C:3]1[CH:4]=[C:5]([NH:18][C:19]2[C:24](I)=[CH:23][N:22]=[CH:21][N:20]=2)[CH:6]=[CH:7][C:8]=1[O:9][CH2:10][C:11]1[CH:16]=[CH:15][CH:14]=[C:13]([F:17])[CH:12]=1.I[C:27]1[CH:32]=[CH:31][N:30]=[C:29](Cl)N=1.N[C:35]1[CH:40]=CC=C[CH:36]=1. The catalyst is C(O)(C)C. The product is [Cl:2][C:3]1[CH:4]=[C:5]([NH:18][C:19]2[C:24](/[CH:36]=[CH:35]/[C:40]3[CH:29]=[N:30][CH:31]=[CH:32][CH:27]=3)=[CH:23][N:22]=[CH:21][N:20]=2)[CH:6]=[CH:7][C:8]=1[O:9][CH2:10][C:11]1[CH:16]=[CH:15][CH:14]=[C:13]([F:17])[CH:12]=1. The yield is 0.860. (8) The reactants are [N+:1]([C:4]1[CH:5]=[C:6]([NH2:14])[C:7]2[CH2:8][CH2:9][CH2:10][CH2:11][C:12]=2[CH:13]=1)([O-:3])=[O:2].Cl[C:16]1[N:21]=[C:20]([NH:22][C:23]2[CH:32]=[CH:31][CH:30]=[CH:29][C:24]=2[C:25]([NH:27][CH3:28])=[O:26])[C:19]([Cl:33])=[CH:18][N:17]=1.CC1C=CC(S(O)(=O)=O)=CC=1. The catalyst is CC(O)C. The product is [Cl:33][C:19]1[C:20]([NH:22][C:23]2[CH:32]=[CH:31][CH:30]=[CH:29][C:24]=2[C:25]([NH:27][CH3:28])=[O:26])=[N:21][C:16]([NH:14][C:6]2[C:7]3[CH2:8][CH2:9][CH2:10][CH2:11][C:12]=3[CH:13]=[C:4]([N+:1]([O-:3])=[O:2])[CH:5]=2)=[N:17][CH:18]=1. The yield is 0.250.